From a dataset of Full USPTO retrosynthesis dataset with 1.9M reactions from patents (1976-2016). Predict the reactants needed to synthesize the given product. (1) Given the product [C:18]([O:22][C:23]([N:25]1[CH2:30][CH2:29][N:28]([CH2:31][C:8]2[CH:7]=[C:6]([NH2:16])[C:5]([C:4]([O:3][CH2:1][CH3:2])=[O:17])=[CH:10][C:9]=2[C:11]([F:14])([F:13])[F:12])[CH2:27][CH2:26]1)=[O:24])([CH3:21])([CH3:20])[CH3:19], predict the reactants needed to synthesize it. The reactants are: [CH2:1]([O:3][C:4](=[O:17])[C:5]1[CH:10]=[C:9]([C:11]([F:14])([F:13])[F:12])[C:8](Cl)=[CH:7][C:6]=1[NH2:16])[CH3:2].[C:18]([O:22][C:23]([N:25]1[CH2:30][CH2:29][N:28]([CH2:31][B-](F)(F)F)[CH2:27][CH2:26]1)=[O:24])([CH3:21])([CH3:20])[CH3:19].[K+].CC(C1C=C(C(C)C)C(C2C=CC=CC=2P(C2CCCCC2)C2CCCCC2)=C(C(C)C)C=1)C.C(=O)([O-])[O-].[Cs+].[Cs+]. (2) Given the product [OH:1][CH2:2][CH2:3][N:4]1[CH2:5][C:6](=[O:11])[C:7]2([CH2:8][CH2:9]2)[CH2:10]1, predict the reactants needed to synthesize it. The reactants are: [OH:1][CH2:2][CH2:3][N:4]1[CH2:10][C:7]2([CH2:9][CH2:8]2)[C:6]2(OCC[O:11]2)[CH2:5]1.Cl. (3) Given the product [F:1][C:2]1[N:7]=[CH:6][C:5]([C:12]2[CH:17]=[CH:16][N:15]=[C:14]3[NH:18][C:19]([C:21]([F:23])([F:24])[F:22])=[CH:20][C:13]=23)=[CH:4][CH:3]=1, predict the reactants needed to synthesize it. The reactants are: [F:1][C:2]1[N:7]=[CH:6][C:5](B(O)O)=[CH:4][CH:3]=1.Cl[C:12]1[CH:17]=[CH:16][N:15]=[C:14]2[NH:18][C:19]([C:21]([F:24])([F:23])[F:22])=[CH:20][C:13]=12.C(=O)(O)[O-].[Na+]. (4) Given the product [CH3:27][C:28]1[N:29]=[C:30]([N:36]2[C:40](=[O:41])[N:39]([CH2:42][C:43]3[O:44][C:45]([C:48]([F:49])([F:51])[F:50])=[CH:46][CH:47]=3)[N:38]=[CH:37]2)[S:31][C:32]=1[C:33]([NH:59][CH2:58][C:54]1[CH:53]=[N:52][CH:57]=[CH:56][CH:55]=1)=[O:35], predict the reactants needed to synthesize it. The reactants are: CC1N=C(N2C(=O)N(CC3C=CC(C(F)(F)F)=CC=3)N=C2)SC=1C(O)=O.[CH3:27][C:28]1[N:29]=[C:30]([N:36]2[C:40](=[O:41])[N:39]([CH2:42][C:43]3[O:44][C:45]([C:48]([F:51])([F:50])[F:49])=[CH:46][CH:47]=3)[N:38]=[CH:37]2)[S:31][C:32]=1[C:33]([OH:35])=O.[N:52]1[CH:57]=[CH:56][CH:55]=[C:54]([CH2:58][NH2:59])[CH:53]=1.